This data is from Reaction yield outcomes from USPTO patents with 853,638 reactions. The task is: Predict the reaction yield, written as a fraction of the theoretical maximum amount of product (1.0 means a 100% yield; for example, 0.34 means a 34% yield). The reactants are ClC1C=CC([NH:6][C:7]2[C:16]3[C:11](=[CH:12][C:13](OCCC4CCNCC4)=[C:14]([O:17][CH3:18])[CH:15]=3)[N:10]=[CH:9][N:8]=2)=C(F)C=1.F[P-](F)(F)(F)(F)F.N1(OC(N(C)C)=[N+](C)C)C2N=CC=CC=2N=N1.CN(C)CC(O)=O.C(N(C(C)C)CC)(C)C. The catalyst is CN(C)C=O.C(OCC)(=O)C. The product is [NH3:6].[CH3:18][O:17][C:14]1[CH:15]=[C:16]2[C:11](=[CH:12][CH:13]=1)[N:10]=[CH:9][N:8]=[CH:7]2. The yield is 0.0300.